Dataset: Catalyst prediction with 721,799 reactions and 888 catalyst types from USPTO. Task: Predict which catalyst facilitates the given reaction. (1) Reactant: [C:1]([C:5]1[CH:29]=[CH:28][C:8]([C:9]([NH:11][C:12]2[CH:17]=[CH:16][CH:15]=[C:14]([C:18]3[C:19]4[CH:26]=[CH:25][NH:24][C:20]=4[N:21]=[CH:22][N:23]=3)[C:13]=2[CH3:27])=[O:10])=[CH:7][CH:6]=1)([CH3:4])([CH3:3])[CH3:2].[H-].[Na+].[C:32]1([S:38](Cl)(=[O:40])=[O:39])[CH:37]=[CH:36][CH:35]=[CH:34][CH:33]=1. Product: [C:32]1([S:38]([N:24]2[C:20]3[N:21]=[CH:22][N:23]=[C:18]([C:14]4[C:13]([CH3:27])=[C:12]([NH:11][C:9](=[O:10])[C:8]5[CH:7]=[CH:6][C:5]([C:1]([CH3:4])([CH3:2])[CH3:3])=[CH:29][CH:28]=5)[CH:17]=[CH:16][CH:15]=4)[C:19]=3[CH:26]=[CH:25]2)(=[O:40])=[O:39])[CH:37]=[CH:36][CH:35]=[CH:34][CH:33]=1. The catalyst class is: 1. (2) Reactant: [C:1]([O:5][C:6]([N:8]1[CH2:13][CH2:12][CH:11]([C:14]2[CH:15]=[C:16]3[C:25](=[CH:26][C:27]=2Br)[O:24][CH2:23][C:22]2[N:17]3[CH:18]([CH3:30])[C:19](=[O:29])[NH:20][N:21]=2)[CH2:10][CH2:9]1)=[O:7])([CH3:4])([CH3:3])[CH3:2].[CH3:31]B1OB(C)OB(C)O1.C([O-])([O-])=O.[K+].[K+]. Product: [C:1]([O:5][C:6]([N:8]1[CH2:13][CH2:12][CH:11]([C:14]2[CH:15]=[C:16]3[C:25](=[CH:26][C:27]=2[CH3:31])[O:24][CH2:23][C:22]2[N:17]3[CH:18]([CH3:30])[C:19](=[O:29])[NH:20][N:21]=2)[CH2:10][CH2:9]1)=[O:7])([CH3:4])([CH3:3])[CH3:2]. The catalyst class is: 38.